Predict the product of the given reaction. From a dataset of Forward reaction prediction with 1.9M reactions from USPTO patents (1976-2016). (1) Given the reactants [ClH:1].FC1C=CC(F)=CC=1[N:10]1[CH2:14][CH2:13][CH2:12][CH2:11]1.Br[C:16]1[CH:21]=[C:20]([O:22][CH:23]([F:25])[F:24])[CH:19]=[CH:18][C:17]=1[F:26], predict the reaction product. The product is: [ClH:1].[F:24][CH:23]([F:25])[O:22][C:20]1[CH:19]=[CH:18][C:17]([F:26])=[C:16]([C@H:11]2[CH2:12][CH2:13][CH2:14][NH:10]2)[CH:21]=1. (2) The product is: [CH:17]([C:16]1[CH:15]=[C:14]([CH:21]=[CH:20][CH:19]=1)[O:13][C:4]1[CH:3]=[C:2]([CH3:1])[CH:9]=[CH:8][C:5]=1[C:6]#[N:7])=[O:18]. Given the reactants [CH3:1][C:2]1[CH:9]=[CH:8][C:5]([C:6]#[N:7])=[C:4]([N+]([O-])=O)[CH:3]=1.[OH:13][C:14]1[CH:15]=[C:16]([CH:19]=[CH:20][CH:21]=1)[CH:17]=[O:18].C(=O)([O-])[O-].[Cs+].[Cs+].O, predict the reaction product. (3) Given the reactants [Cl:1][C:2]1[C:3]([O:12][C:13]2[CH:18]=[C:17]([O:19][CH2:20][O:21][CH3:22])[CH:16]=[CH:15][C:14]=2[CH2:23][CH2:24][CH2:25][OH:26])=[N:4][CH:5]=[C:6]([C:8]([F:11])([F:10])[F:9])[CH:7]=1.[CH2:27]([N:34]1[CH:38]=[C:37]([CH2:39][C:40]([O:42]C)=[O:41])[C:36](O)=[N:35]1)[C:28]1[CH:33]=[CH:32][CH:31]=[CH:30][CH:29]=1.C(P(CCCC)CCCC)CCC.N(C(N1CCCCC1)=O)=NC(N1CCCCC1)=O.O1CCCC1CO.[OH-].[Na+].Cl, predict the reaction product. The product is: [Cl:1][C:2]1[C:3]([O:12][C:13]2[CH:18]=[C:17]([O:19][CH2:20][O:21][CH3:22])[CH:16]=[CH:15][C:14]=2[CH2:23][CH2:24][CH2:25][O:26][C:36]2[C:37]([CH2:39][C:40]([OH:42])=[O:41])=[CH:38][N:34]([CH2:27][C:28]3[CH:33]=[CH:32][CH:31]=[CH:30][CH:29]=3)[N:35]=2)=[N:4][CH:5]=[C:6]([C:8]([F:9])([F:11])[F:10])[CH:7]=1. (4) Given the reactants [CH3:1][C:2]1[CH:3]=[C:4]([OH:18])[CH:5]=[C:6]([CH3:17])[C:7]=1B1OC(C)(C)C(C)(C)O1.[C:19]([O:23][C:24](=[O:45])[NH:25][C:26]([C:28]1[S:29][C:30]([S:43][CH3:44])=[C:31]([S:33]([C:36]2[CH:41]=[CH:40][CH:39]=[C:38](Br)[CH:37]=2)(=[O:35])=[O:34])[CH:32]=1)=[NH:27])([CH3:22])([CH3:21])[CH3:20].C([O-])([O-])=O.[Na+].[Na+], predict the reaction product. The product is: [C:19]([O:23][C:24](=[O:45])[NH:25][C:26]([C:28]1[S:29][C:30]([S:43][CH3:44])=[C:31]([S:33]([C:36]2[CH:37]=[C:38]([C:7]3[C:6]([CH3:17])=[CH:5][C:4]([OH:18])=[CH:3][C:2]=3[CH3:1])[CH:39]=[CH:40][CH:41]=2)(=[O:35])=[O:34])[CH:32]=1)=[NH:27])([CH3:22])([CH3:21])[CH3:20].